This data is from Reaction yield outcomes from USPTO patents with 853,638 reactions. The task is: Predict the reaction yield, written as a fraction of the theoretical maximum amount of product (1.0 means a 100% yield; for example, 0.34 means a 34% yield). (1) The reactants are [CH3:1][O:2][C:3]1[CH:8]=[CH:7][CH:6]=[CH:5][C:4]=1[C:9]1[CH:17]=[C:16]2[C:12]([CH2:13][C:14](=[O:18])[NH:15]2)=[CH:11][CH:10]=1.[CH3:19][N:20]([CH3:35])[CH2:21][CH2:22][NH:23][C:24]([C:26]1[C:30]([CH3:31])=[C:29]([CH:32]=O)[NH:28][C:27]=1[CH3:34])=[O:25]. No catalyst specified. The product is [CH3:19][N:20]([CH3:35])[CH2:21][CH2:22][NH:23][C:24]([C:26]1[C:30]([CH3:31])=[C:29]([CH:32]=[C:13]2[C:12]3[C:16](=[CH:17][C:9]([C:4]4[CH:5]=[CH:6][CH:7]=[CH:8][C:3]=4[O:2][CH3:1])=[CH:10][CH:11]=3)[NH:15][C:14]2=[O:18])[NH:28][C:27]=1[CH3:34])=[O:25]. The yield is 1.00. (2) The reactants are OS(O)(=O)=O.[CH3:6][C:7](O)([CH3:9])[CH3:8].[Br:11][C:12]1[CH:17]=[CH:16][CH:15]=[CH:14][C:13]=1[SH:18].C([O-])(O)=O.[Na+]. The catalyst is CCOCC.O. The product is [Br:11][C:12]1[CH:17]=[CH:16][CH:15]=[CH:14][C:13]=1[S:18][C:7]([CH3:9])([CH3:8])[CH3:6]. The yield is 0.560. (3) The reactants are [H-].[Na+].[C:3]([O:7][C:8]([N:10]1[CH2:15][CH2:14][N:13]([S:16]([C:19]2[CH:24]=[CH:23][C:22]([NH:25][C:26](=[O:29])[CH:27]=[CH2:28])=[CH:21][CH:20]=2)(=[O:18])=[O:17])[CH2:12][CH2:11]1)=[O:9])([CH3:6])([CH3:5])[CH3:4].[CH3:30]I. The catalyst is C1COCC1. The product is [C:3]([O:7][C:8]([N:10]1[CH2:11][CH2:12][N:13]([S:16]([C:19]2[CH:20]=[CH:21][C:22]([N:25]([C:26](=[O:29])[CH:27]=[CH2:28])[CH3:30])=[CH:23][CH:24]=2)(=[O:17])=[O:18])[CH2:14][CH2:15]1)=[O:9])([CH3:6])([CH3:5])[CH3:4]. The yield is 0.0700. (4) The reactants are C(N(CC)CC)C.[F:8][C:9]1[CH:10]=[C:11](OS(C(F)(F)F)(=O)=O)[CH:12]=[N:13][CH:14]=1.[C:23]([C:25]1[CH:26]=[C:27]([CH:30]=[CH:31][CH:32]=1)[C:28]#[N:29])#[CH:24]. The catalyst is C(OCC)(=O)C.[Cu]I.C1(C=CC=CC=1)[P](C1C=CC=CC=1)(C1C=CC=CC=1)[Pd][P](C1C=CC=CC=1)(C1C=CC=CC=1)C1C=CC=CC=1. The product is [F:8][C:9]1[CH:10]=[C:11]([C:24]#[C:23][C:25]2[CH:26]=[C:27]([CH:30]=[CH:31][CH:32]=2)[C:28]#[N:29])[CH:12]=[N:13][CH:14]=1. The yield is 0.350. (5) The reactants are [CH3:1][C:2]1[C:3](=[O:8])O[C:5](=[O:7])[CH:6]=1.[NH2:9][C@@H:10]([CH:14]([CH3:16])[CH3:15])[C:11]([OH:13])=[O:12]. The catalyst is C(O)(=O)C. The product is [CH3:15][CH:14]([CH3:16])[C@H:10]([N:9]1[C:5](=[O:7])[CH:6]=[C:2]([CH3:1])[C:3]1=[O:8])[C:11]([OH:13])=[O:12]. The yield is 0.940. (6) The reactants are [NH2:1][C:2]1[N:7]=[C:6]([C:8]2[O:9][C:10]([CH2:13]Br)=[CH:11][CH:12]=2)[C:5]([C:15]#[N:16])=[C:4]([S:17][CH3:18])[N:3]=1.[OH2:19]. The catalyst is CC(C)=O.[N+]([O-])([O-])=O.[Ag+]. The product is [NH2:1][C:2]1[N:7]=[C:6]([C:8]2[O:9][C:10]([CH2:13][OH:19])=[CH:11][CH:12]=2)[C:5]([C:15]#[N:16])=[C:4]([S:17][CH3:18])[N:3]=1. The yield is 0.350. (7) The reactants are [CH3:1][O:2][C:3](=[O:14])[C:4]1[CH:9]=[CH:8][C:7]([O:10]CC=C)=[CH:6][CH:5]=1.C(N(CC)[C:18]1[CH:23]=CC=C[CH:19]=1)C. The catalyst is C(OCC)C. The product is [CH2:23]([C:8]1[CH:9]=[C:4]([CH:5]=[CH:6][C:7]=1[OH:10])[C:3]([O:2][CH3:1])=[O:14])[CH:18]=[CH2:19]. The yield is 0.750. (8) The reactants are CN(/[CH:4]=[N:5]/[C:6]([C:8]1[CH:9]=[C:10]2[C:19](=[CH:20][CH:21]=1)[C:18]1[N:14]([CH:15]=[C:16]([C:22]3[N:26]([CH:27]([CH3:29])[CH3:28])[N:25]=[C:24]([CH3:30])[N:23]=3)[N:17]=1)[CH2:13][CH2:12][O:11]2)=O)C.Cl.[NH:32]([CH:34]1[CH2:39][CH2:38][N:37]([CH3:40])[CH2:36][CH2:35]1)[NH2:33]. The catalyst is C(O)(=O)C. The product is [CH:27]([N:26]1[C:22]([C:16]2[N:17]=[C:18]3[C:19]4[CH:20]=[CH:21][C:8]([C:6]5[N:32]([CH:34]6[CH2:39][CH2:38][N:37]([CH3:40])[CH2:36][CH2:35]6)[N:33]=[CH:4][N:5]=5)=[CH:9][C:10]=4[O:11][CH2:12][CH2:13][N:14]3[CH:15]=2)=[N:23][C:24]([CH3:30])=[N:25]1)([CH3:28])[CH3:29]. The yield is 0.340. (9) The reactants are [O:1]=[C:2]1[C:7]2[CH:8]=[CH:9][CH:10]=[CH:11][C:6]=2[S:5][C:4]([C:12]2[N:17]=[C:16]([CH2:18][CH2:19][CH2:20][CH2:21][CH2:22][CH2:23][C:24]([O:26]CC[Si](C)(C)C)=[O:25])[CH:15]=[CH:14][CH:13]=2)=[N:3]1.[F-].C([N+](CCCC)(CCCC)CCCC)CCC.O1CCCC1. The catalyst is CN(C)C=O. The product is [O:1]=[C:2]1[C:7]2[CH:8]=[CH:9][CH:10]=[CH:11][C:6]=2[S:5][C:4]([C:12]2[N:17]=[C:16]([CH2:18][CH2:19][CH2:20][CH2:21][CH2:22][CH2:23][C:24]([OH:26])=[O:25])[CH:15]=[CH:14][CH:13]=2)=[N:3]1. The yield is 0.610. (10) The reactants are O=[C:2]1[CH2:5][N:4]([C:6]([O:8][C:9]([CH3:12])([CH3:11])[CH3:10])=[O:7])[CH2:3]1.[CH3:13][C:14]([S:17]([NH2:19])=[O:18])([CH3:16])[CH3:15]. The catalyst is C1COCC1.C(O[Ti](OCC)(OCC)OCC)C. The product is [C:14]([S:17]([N:19]=[C:2]1[CH2:5][N:4]([C:6]([O:8][C:9]([CH3:12])([CH3:11])[CH3:10])=[O:7])[CH2:3]1)=[O:18])([CH3:16])([CH3:15])[CH3:13]. The yield is 0.240.